Dataset: Retrosynthesis with 50K atom-mapped reactions and 10 reaction types from USPTO. Task: Predict the reactants needed to synthesize the given product. (1) Given the product CCC(O)(/C=C/c1ccc(C(CC)(CC)c2ccc(OCC(=O)NCCNC(=O)OCC3c4ccccc4-c4ccccc43)c(C)c2)cc1C)CC, predict the reactants needed to synthesize it. The reactants are: CCC(O)(C=Cc1ccc(C(CC)(CC)c2ccc(OCC(=O)O)c(C)c2)cc1C)CC.NCCNC(=O)OCC1c2ccccc2-c2ccccc21. (2) Given the product CCOC(=O)/C=C/c1c(C#N)c2c(C)cc(C)nc2n1[C@H]1CCCc2ccccc21, predict the reactants needed to synthesize it. The reactants are: CCOC(=O)CP(=O)(OCC)OCC.Cc1cc(C)c2c(C#N)c(C=O)n([C@H]3CCCc4ccccc43)c2n1.